Dataset: Catalyst prediction with 721,799 reactions and 888 catalyst types from USPTO. Task: Predict which catalyst facilitates the given reaction. (1) Reactant: [Br:1][C:2]1[CH:7]=[CH:6][C:5]([C:8]([C:10]2[CH:15]=[CH:14][C:13]([S:16]([CH3:19])(=[O:18])=[O:17])=[CH:12][CH:11]=2)=O)=[CH:4][CH:3]=1.Cl.[CH3:21][O:22][C:23](=[O:30])[C@H:24]([CH2:26][CH:27]([CH3:29])[CH3:28])[NH2:25].C12(CS(O)(=O)=O)C(C)(C)C(CC1)CC2=O. Product: [Br:1][C:2]1[CH:7]=[CH:6][C:5]([C:8]([C:10]2[CH:15]=[CH:14][C:13]([S:16]([CH3:19])(=[O:18])=[O:17])=[CH:12][CH:11]=2)=[N:25][C@H:24]([C:23]([O:22][CH3:21])=[O:30])[CH2:26][CH:27]([CH3:29])[CH3:28])=[CH:4][CH:3]=1. The catalyst class is: 11. (2) Reactant: C([N:8]1[CH2:14][C:13]2[CH:15]=[CH:16][C:17]([F:22])=[C:18]([CH:19]3[CH2:21][CH2:20]3)[C:12]=2[O:11][CH2:10][CH2:9]1)C1C=CC=CC=1.[Cl:23]C(OC(Cl)C)=O. Product: [ClH:23].[CH:19]1([C:18]2[C:12]3[O:11][CH2:10][CH2:9][NH:8][CH2:14][C:13]=3[CH:15]=[CH:16][C:17]=2[F:22])[CH2:21][CH2:20]1. The catalyst class is: 11. (3) Product: [NH2:29][C:28]1[CH:27]=[CH:26][CH:25]=[CH:24][C:32]=1[NH:31][C:6](=[O:8])[C:5]1[CH:9]=[CH:10][C:2]([Cl:1])=[N:3][CH:4]=1. Reactant: [Cl:1][C:2]1[CH:10]=[CH:9][C:5]([C:6]([OH:8])=O)=[CH:4][N:3]=1.Cl.C(N=C=NCCCN(C)C)C.O[C:24]1[C:32]2[N:31]=N[NH:29][C:28]=2[CH:27]=[CH:26][CH:25]=1.C(N(CC)CC)C.C1(N)C=CC=CC=1N. The catalyst class is: 650. (4) Reactant: [CH2:1]([O:3][C:4](=[O:32])[CH:5]([C:10]1[CH:11]=[C:12]([C:22]2[CH:27]=[CH:26][C:25]([C:28]([F:31])([F:30])[F:29])=[CH:24][CH:23]=2)[CH:13]=[C:14]([C:16]2[CH:17]=[N:18][CH:19]=[CH:20][CH:21]=2)[CH:15]=1)[CH2:6][CH:7]([CH3:9])[CH3:8])[CH3:2].Cl.O1CCOCC1. Product: [CH2:1]([O:3][C:4](=[O:32])[CH:5]([C:10]1[CH:11]=[C:12]([C:22]2[CH:23]=[CH:24][C:25]([C:28]([F:29])([F:30])[F:31])=[CH:26][CH:27]=2)[CH:13]=[C:14]([CH:16]2[CH2:21][CH2:20][CH2:19][NH:18][CH2:17]2)[CH:15]=1)[CH2:6][CH:7]([CH3:9])[CH3:8])[CH3:2]. The catalyst class is: 663. (5) Reactant: [CH3:1][C:2]1[CH:3]=[CH:4][C:5]2[O:9][C:8]([C:10](OCC)=[O:11])=[CH:7][C:6]=2[CH:15]=1.[NH3:16]. Product: [CH3:1][C:2]1[CH:3]=[CH:4][C:5]2[O:9][C:8]([C:10]([NH2:16])=[O:11])=[CH:7][C:6]=2[CH:15]=1. The catalyst class is: 5. (6) Reactant: [OH:1][C:2]1[CH:17]=[CH:16][C:5]2[CH2:6][CH:7]([C:11]([O:13][CH2:14][CH3:15])=[O:12])[CH2:8][CH2:9][O:10][C:4]=2[CH:3]=1.[O:18]([C:25]1[CH:26]=[C:27]([CH:30]=[CH:31][CH:32]=1)[CH2:28]O)[C:19]1[CH:24]=[CH:23][CH:22]=[CH:21][CH:20]=1.C(P(CCCC)CCCC)CCC.N(C(N1CCCCC1)=O)=NC(N1CCCCC1)=O. Product: [O:18]([C:25]1[CH:26]=[C:27]([CH:30]=[CH:31][CH:32]=1)[CH2:28][O:1][C:2]1[CH:17]=[CH:16][C:5]2[CH2:6][CH:7]([C:11]([O:13][CH2:14][CH3:15])=[O:12])[CH2:8][CH2:9][O:10][C:4]=2[CH:3]=1)[C:19]1[CH:20]=[CH:21][CH:22]=[CH:23][CH:24]=1. The catalyst class is: 345.